The task is: Regression. Given a peptide amino acid sequence and an MHC pseudo amino acid sequence, predict their binding affinity value. This is MHC class I binding data.. This data is from Peptide-MHC class I binding affinity with 185,985 pairs from IEDB/IMGT. (1) The peptide sequence is LLEAVYGNIK. The MHC is HLA-A11:01 with pseudo-sequence HLA-A11:01. The binding affinity (normalized) is 0.145. (2) The peptide sequence is HPRQFLAFL. The MHC is HLA-A02:06 with pseudo-sequence HLA-A02:06. The binding affinity (normalized) is 0.474. (3) The peptide sequence is LSEISFHLV. The MHC is HLA-A23:01 with pseudo-sequence HLA-A23:01. The binding affinity (normalized) is 0.277. (4) The peptide sequence is EENLLDFVRF. The MHC is HLA-B51:01 with pseudo-sequence HLA-B51:01. The binding affinity (normalized) is 0.